Predict the product of the given reaction. From a dataset of Forward reaction prediction with 1.9M reactions from USPTO patents (1976-2016). (1) Given the reactants [C:1]1(=[C:6]2[C:19]3[CH:18]=[CH:17][C:16]([O:20]C)=[CH:15][C:14]=3[O:13][C:12]3[C:7]2=[CH:8][CH:9]=[C:10]([O:22]C)[CH:11]=3)[CH2:5][CH2:4][CH2:3][CH2:2]1.B(Br)(Br)Br, predict the reaction product. The product is: [CH:1]1([CH:6]2[C:7]3[CH:8]=[CH:9][C:10]([OH:22])=[CH:11][C:12]=3[O:13][C:14]3[C:19]2=[CH:18][CH:17]=[C:16]([OH:20])[CH:15]=3)[CH2:2][CH2:3][CH2:4][CH2:5]1. (2) Given the reactants Cl[C:2]1[N:7]=[C:6]([O:8][CH3:9])[N:5]=[C:4]([NH:10][NH:11][C:12](=[O:32])[C@H:13]([CH2:26][CH:27]2[CH2:31][CH2:30][CH2:29][CH2:28]2)[CH2:14][N:15]([O:18][CH2:19][C:20]2[CH:25]=[CH:24][CH:23]=[CH:22][CH:21]=2)[CH:16]=[O:17])[C:3]=1[F:33].[CH2:34]([N:36]1[CH2:41][CH2:40][NH:39][CH2:38][CH2:37]1)[CH3:35].C(N(C(C)C)CC)(C)C, predict the reaction product. The product is: [CH:27]1([CH2:26][C@@H:13]([C:12]([NH:11][NH:10][C:4]2[C:3]([F:33])=[C:2]([N:39]3[CH2:40][CH2:41][N:36]([CH2:34][CH3:35])[CH2:37][CH2:38]3)[N:7]=[C:6]([O:8][CH3:9])[N:5]=2)=[O:32])[CH2:14][N:15]([O:18][CH2:19][C:20]2[CH:25]=[CH:24][CH:23]=[CH:22][CH:21]=2)[CH:16]=[O:17])[CH2:31][CH2:30][CH2:29][CH2:28]1. (3) Given the reactants [C:1]([N:4]1[C:13]2[C:8](=[CH:9][C:10](C(O)=O)=[CH:11][CH:12]=2)[C@H:7]([NH:17][C:18]([O:20][CH:21]([CH3:23])[CH3:22])=[O:19])[CH2:6][C@@H:5]1[CH3:24])(=[O:3])[CH3:2].CN(C([O:32][N:33]1N=N[C:35]2[CH:36]=C[CH:38]=[N:39][C:34]1=2)=[N+](C)C)C.F[P-](F)(F)(F)(F)F.CCN(C(C)C)C(C)C.ONC(=N)C[NH:62][C:63](=[O:69])[O:64][C:65]([CH3:68])([CH3:67])[CH3:66], predict the reaction product. The product is: [C:1]([N:4]1[C:13]2[C:8](=[CH:9][C:10]([C:38]3[O:32][N:33]=[C:34]([CH2:35][CH2:36][NH:62][C:63]([O:64][C:65]([CH3:68])([CH3:67])[CH3:66])=[O:69])[N:39]=3)=[CH:11][CH:12]=2)[C@H:7]([NH:17][C:18](=[O:19])[O:20][CH:21]([CH3:23])[CH3:22])[CH2:6][C@@H:5]1[CH3:24])(=[O:3])[CH3:2]. (4) Given the reactants [C:1]([C:5]1[CH:10]=[CH:9][C:8](B(O)O)=[CH:7][CH:6]=1)([CH3:4])([CH3:3])[CH3:2].Br[C:15]1[C:20]([CH3:21])=[CH:19][C:18]([N:22]=[CH:23][N:24]([CH2:26][CH3:27])[CH3:25])=[C:17]([CH3:28])[CH:16]=1.C(=O)([O-])[O-].[Cs+].[Cs+].O, predict the reaction product. The product is: [C:1]([C:5]1[CH:10]=[CH:9][C:8]([C:15]2[CH:16]=[C:17]([CH3:28])[C:18]([N:22]=[CH:23][N:24]([CH2:26][CH3:27])[CH3:25])=[CH:19][C:20]=2[CH3:21])=[CH:7][CH:6]=1)([CH3:4])([CH3:3])[CH3:2]. (5) Given the reactants [Cl:1][C:2]1[CH:7]=[CH:6][C:5]([CH:8]2[CH2:13][CH:12]([C:14]([OH:16])=O)[CH2:11][CH2:10][N:9]2[C:17]([O:19][CH3:20])=[O:18])=[CH:4][C:3]=1[F:21].N1(C(N2C=CN=C2)=O)C=CN=C1.[CH2:34]([O:36][C:37](=[O:42])[CH2:38][C:39]([O-:41])=O)[CH3:35].[K+].[Cl-].[Mg+2].[Cl-].Cl, predict the reaction product. The product is: [Cl:1][C:2]1[CH:7]=[CH:6][C:5]([C@H:8]2[CH2:13][C@@H:12]([C:14](=[O:16])[CH2:38][C:37]([O:36][CH2:34][CH3:35])=[O:42])[CH2:11][CH2:10][N:9]2[C:17]([O:19][CH3:20])=[O:18])=[CH:4][C:3]=1[F:21].[Cl:1][C:2]1[CH:7]=[CH:6][C:5]([C@H:8]2[CH2:13][C@H:12]([C:39](=[O:41])[CH2:38][C:37]([O:36][CH2:34][CH3:35])=[O:42])[CH2:11][CH2:10][N:9]2[C:17]([O:19][CH3:20])=[O:18])=[CH:4][C:3]=1[F:21]. (6) The product is: [F:43][C:40]1([F:42])[O:39][C:38]2[CH:44]=[CH:45][C:35]([C:32]3([C:30]([NH:29][C:27]4[CH:26]=[CH:25][C:24]([CH3:46])=[C:23]([C:9]5[CH:10]=[CH:11][C:12]([CH:15]6[CH2:16][CH2:17][C:18](=[O:20])[NH:19]6)=[CH:13][CH:14]=5)[N:28]=4)=[O:31])[CH2:34][CH2:33]3)=[CH:36][C:37]=2[O:41]1. Given the reactants CC1(C)C(C)(C)OB([C:9]2[CH:14]=[CH:13][C:12]([CH:15]3[NH:19][C:18](=[O:20])[CH2:17][CH2:16]3)=[CH:11][CH:10]=2)O1.Cl[C:23]1[N:28]=[C:27]([NH:29][C:30]([C:32]2([C:35]3[CH:45]=[CH:44][C:38]4[O:39][C:40]([F:43])([F:42])[O:41][C:37]=4[CH:36]=3)[CH2:34][CH2:33]2)=[O:31])[CH:26]=[CH:25][C:24]=1[CH3:46].C([O-])([O-])=O.[Na+].[Na+], predict the reaction product. (7) Given the reactants [C:1]([N:9]1[CH:22]([C:23](O)=[O:24])[CH2:21][C:20]2[CH:19]=[C:18]3[C:13]([O:14][C@@H:15]([C:27]4[CH:32]=[CH:31][C:30]([O:33][CH2:34][C:35]5[CH:40]=[CH:39][C:38]([Cl:41])=[C:37]([Cl:42])[CH:36]=5)=[CH:29][CH:28]=4)[C:16](=[O:26])[NH:17]3)=[CH:12][C:11]=2[CH2:10]1)(=[O:8])[C:2]1[CH:7]=[CH:6][CH:5]=[CH:4][CH:3]=1.Cl.Cl.[CH3:45][O:46][C:47](=[O:63])[C@@H:48]([NH2:62])[CH2:49][C:50]1[CH:55]=[CH:54][C:53]([C:56]2[CH:61]=[CH:60][N:59]=[CH:58][CH:57]=2)=[CH:52][CH:51]=1, predict the reaction product. The product is: [CH3:45][O:46][C:47](=[O:63])[C@@H:48]([NH:62][C:23]([CH:22]1[CH2:21][C:20]2[CH:19]=[C:18]3[C:13]([O:14][C@@H:15]([C:27]4[CH:32]=[CH:31][C:30]([O:33][CH2:34][C:35]5[CH:40]=[CH:39][C:38]([Cl:41])=[C:37]([Cl:42])[CH:36]=5)=[CH:29][CH:28]=4)[C:16](=[O:26])[NH:17]3)=[CH:12][C:11]=2[CH2:10][N:9]1[C:1](=[O:8])[C:2]1[CH:3]=[CH:4][CH:5]=[CH:6][CH:7]=1)=[O:24])[CH2:49][C:50]1[CH:51]=[CH:52][C:53]([C:56]2[CH:57]=[CH:58][N:59]=[CH:60][CH:61]=2)=[CH:54][CH:55]=1. (8) Given the reactants Br[C:2]1[CH:7]=[CH:6][C:5]([CH2:8][C:9]#[N:10])=[CH:4][CH:3]=1.CC1(C)C(C)(C)OB([C:19]2[CH:28]=[C:27]3[C:22]([CH:23]=[CH:24][CH:25]=[N:26]3)=[CH:21][CH:20]=2)O1.C(=O)([O-])[O-].[K+].[K+], predict the reaction product. The product is: [N:26]1[C:27]2[C:22](=[CH:21][CH:20]=[C:19]([C:2]3[CH:7]=[CH:6][C:5]([CH2:8][C:9]#[N:10])=[CH:4][CH:3]=3)[CH:28]=2)[CH:23]=[CH:24][CH:25]=1.